This data is from Full USPTO retrosynthesis dataset with 1.9M reactions from patents (1976-2016). The task is: Predict the reactants needed to synthesize the given product. (1) Given the product [C:34]1([C:40]([C:52]2[CH:57]=[CH:56][CH:55]=[CH:54][CH:53]=2)=[CH:41][C:42]2[CH:47]=[CH:46][C:45]([C:2]3[C:3]4[C:8]([C:9]([C:16]5[CH:21]=[C:20]([C:22]6[CH:23]=[CH:24][CH:25]=[CH:26][CH:27]=6)[CH:19]=[C:18]([C:28]6[CH:33]=[CH:32][CH:31]=[CH:30][CH:29]=6)[CH:17]=5)=[C:10]5[C:15]=3[CH:14]=[CH:13][CH:12]=[CH:11]5)=[CH:7][CH:6]=[CH:5][CH:4]=4)=[CH:44][CH:43]=2)[CH:39]=[CH:38][CH:37]=[CH:36][CH:35]=1, predict the reactants needed to synthesize it. The reactants are: Br[C:2]1[C:3]2[C:8]([C:9]([C:16]3[CH:21]=[C:20]([C:22]4[CH:27]=[CH:26][CH:25]=[CH:24][CH:23]=4)[CH:19]=[C:18]([C:28]4[CH:33]=[CH:32][CH:31]=[CH:30][CH:29]=4)[CH:17]=3)=[C:10]3[C:15]=1[CH:14]=[CH:13][CH:12]=[CH:11]3)=[CH:7][CH:6]=[CH:5][CH:4]=2.[C:34]1([C:40]([C:52]2[CH:57]=[CH:56][CH:55]=[CH:54][CH:53]=2)=[CH:41][C:42]2[CH:47]=[CH:46][C:45](OB(O)O)=[CH:44][CH:43]=2)[CH:39]=[CH:38][CH:37]=[CH:36][CH:35]=1.C(=O)([O-])[O-].[Na+].[Na+]. (2) Given the product [Cl:1][C:2]1[CH:7]=[CH:6][C:5]([CH:8]([C:26]2[O:30][CH:29]=[N:28][CH:27]=2)[N:9]2[CH:14]=[CH:13][C:12]([C:15]3[CH:20]=[CH:19][N:18]=[C:17]([NH:38][CH:35]4[CH2:36][CH2:37][O:32][CH2:33][CH2:34]4)[N:16]=3)=[CH:11][C:10]2=[O:25])=[CH:4][C:3]=1[F:31], predict the reactants needed to synthesize it. The reactants are: [Cl:1][C:2]1[CH:7]=[CH:6][C:5]([CH:8]([C:26]2[O:30][CH:29]=[N:28][CH:27]=2)[N:9]2[CH:14]=[CH:13][C:12]([C:15]3[CH:20]=[CH:19][N:18]=[C:17](S(C)(=O)=O)[N:16]=3)=[CH:11][C:10]2=[O:25])=[CH:4][C:3]=1[F:31].[O:32]1[CH2:37][CH2:36][CH:35]([NH2:38])[CH2:34][CH2:33]1. (3) Given the product [C:22]([CH2:21][O:20][C:6]1[C:7]2[C:8](=[N:9][C:10]([S:13][CH2:14][C:15]([OH:17])=[O:16])=[CH:11][CH:12]=2)[S:19][C:5]=1[C:3]([OH:4])=[O:2])([OH:24])=[O:23], predict the reactants needed to synthesize it. The reactants are: C[O:2][C:3]([C:5]1[S:19][C:8]2=[N:9][C:10]([S:13][CH2:14][C:15]([O:17]C)=[O:16])=[CH:11][CH:12]=[C:7]2[C:6]=1[O:20][CH2:21][C:22]([O:24]CC)=[O:23])=[O:4].CO.O.O[Li].O. (4) Given the product [C:3]([O:7][C:8]([N:10]1[CH2:11][CH:12]([C:14]2[CH:19]=[C:18]([CH2:20][CH3:21])[C:17]([N:22]([CH3:34])[C:23]3[N:28]=[CH:27][C:26]4[N:29]=[CH:30][N:31]([CH3:32])[C:25]=4[CH:24]=3)=[CH:16][N:15]=2)[CH2:13]1)=[O:9])([CH3:6])([CH3:4])[CH3:5], predict the reactants needed to synthesize it. The reactants are: [H-].[Na+].[C:3]([O:7][C:8]([N:10]1[CH2:13][CH:12]([C:14]2[CH:19]=[C:18]([CH2:20][CH3:21])[C:17]([NH:22][C:23]3[N:28]=[CH:27][C:26]4[N:29]=[CH:30][N:31]([CH3:32])[C:25]=4[CH:24]=3)=[CH:16][N:15]=2)[CH2:11]1)=[O:9])([CH3:6])([CH3:5])[CH3:4].I[CH3:34].